Task: Predict the reactants needed to synthesize the given product.. Dataset: Full USPTO retrosynthesis dataset with 1.9M reactions from patents (1976-2016) (1) Given the product [CH3:18][C:19]1([CH3:35])[C:23]([CH3:25])([CH3:24])[O:22][B:21]([C:2]2[CH:3]=[C:4]([NH:8][S:9]([C:12]3[CH:17]=[CH:16][CH:15]=[CH:14][CH:13]=3)(=[O:11])=[O:10])[CH:5]=[N:6][CH:7]=2)[O:20]1, predict the reactants needed to synthesize it. The reactants are: Br[C:2]1[CH:3]=[C:4]([NH:8][S:9]([C:12]2[CH:17]=[CH:16][CH:15]=[CH:14][CH:13]=2)(=[O:11])=[O:10])[CH:5]=[N:6][CH:7]=1.[CH3:18][C:19]1([CH3:35])[C:23]([CH3:25])([CH3:24])[O:22][B:21]([B:21]2[O:22][C:23]([CH3:25])([CH3:24])[C:19]([CH3:35])([CH3:18])[O:20]2)[O:20]1.C(Cl)Cl.C([O-])(=O)C.[K+]. (2) Given the product [Br:1][C:2]1[S:9][C:8]2[CH:7]=[N:6][NH:5][C:4]=2[CH:3]=1, predict the reactants needed to synthesize it. The reactants are: [Br:1][C:2]1[S:9][C:8]2[CH:7]=[N:6][N:5](C(=O)C)[C:4]=2[CH:3]=1.O1CCOCC1.C(=O)([O-])[O-].[K+].[K+]. (3) Given the product [CH2:1]([O:3][C:4](=[O:19])[CH2:5][C:6]1[CH:11]=[CH:10][C:9]([CH:12]2[CH2:17][CH2:16][CH:15]([N:20]3[CH2:23][CH:22]([NH:24][C:25](=[O:26])[CH2:27][NH:28][C:29](=[O:40])[C:30]4[CH:35]=[CH:34][CH:33]=[C:32]([C:36]([F:38])([F:39])[F:37])[CH:31]=4)[CH2:21]3)[CH2:14][CH2:13]2)=[CH:8][CH:7]=1)[CH3:2], predict the reactants needed to synthesize it. The reactants are: [CH2:1]([O:3][C:4](=[O:19])[CH2:5][C:6]1[CH:11]=[CH:10][C:9]([CH:12]2[CH2:17][CH2:16][C:15](=O)[CH2:14][CH2:13]2)=[CH:8][CH:7]=1)[CH3:2].[NH:20]1[CH2:23][CH:22]([NH:24][C:25]([CH2:27][NH:28][C:29](=[O:40])[C:30]2[CH:35]=[CH:34][CH:33]=[C:32]([C:36]([F:39])([F:38])[F:37])[CH:31]=2)=[O:26])[CH2:21]1. (4) Given the product [F:46][C:47]1[CH:48]=[C:49]([CH:96]=[CH:97][CH:98]=1)[CH2:50][N:51]1[CH:55]=[C:54]([C:56]2[C:64]3[C:59](=[N:60][CH:61]=[C:62]([C:65]4[CH:70]=[CH:69][C:68]([CH:71]5[CH2:76][CH2:75][N:74]([C:77]([O:79][C:80]([CH3:83])([CH3:82])[CH3:81])=[O:78])[CH2:73][CH2:72]5)=[C:67]([O:84][CH3:85])[CH:66]=4)[CH:63]=3)[NH:58][CH:57]=2)[CH:53]=[N:52]1, predict the reactants needed to synthesize it. The reactants are: Cl.FC1C=C(C=CC=1)CN1C=C(C2C3C(=NC=C(C4C=CC(C5CCNCC5)=CC=4)C=3)N(S(C3C=CC(C)=CC=3)(=O)=O)C=2)C=N1.[F:46][C:47]1[CH:48]=[C:49]([CH:96]=[CH:97][CH:98]=1)[CH2:50][N:51]1[CH:55]=[C:54]([C:56]2[C:64]3[C:59](=[N:60][CH:61]=[C:62]([C:65]4[CH:70]=[CH:69][C:68]([CH:71]5[CH2:76][CH2:75][N:74]([C:77]([O:79][C:80]([CH3:83])([CH3:82])[CH3:81])=[O:78])[CH2:73][CH2:72]5)=[C:67]([O:84][CH3:85])[CH:66]=4)[CH:63]=3)[N:58](S(C3C=CC(C)=CC=3)(=O)=O)[CH:57]=2)[CH:53]=[N:52]1.[OH-].[Li+]. (5) Given the product [ClH:1].[Cl:1][C:2]1[N:11]=[C:10]([O:12][CH2:13][C@H:14]2[O:19][CH2:18][CH2:17][NH:16][CH2:15]2)[C:9]2[C:4](=[N:5][CH:6]=[CH:7][N:8]=2)[CH:3]=1, predict the reactants needed to synthesize it. The reactants are: [Cl:1][C:2]1[N:11]=[C:10]([O:12][CH2:13][C@H:14]2[O:19][CH2:18][CH2:17][N:16](C(OC(C)(C)C)=O)[CH2:15]2)[C:9]2[C:4](=[N:5][CH:6]=[CH:7][N:8]=2)[CH:3]=1.Cl.